From a dataset of Experimentally validated miRNA-target interactions with 360,000+ pairs, plus equal number of negative samples. Binary Classification. Given a miRNA mature sequence and a target amino acid sequence, predict their likelihood of interaction. The protein sequence of the target gene is MSSSITMSEPRLNWDVTPKNGLKAFFSPENYKDHSMAPSLKELYILSNRRIGENLSVSASSVENEPAVSSATQAKEKVGMILLPKPRVPYPRFSRFSQREQRTYVDLLAKYAKLPSSSKTVGTNTNEYLQYLDMKKHVNEEVNEFLKFLQNSAKKCAQDYNMLSDEARLFTEQLLRACIEQVKKYPEFYTLHEVTSLMGFFPFKTEMGLKLEKTLLVLGSAKFVKTAFPSMPVKLQLSKEDMSSIETPQQKAEVMHCDISKDPNAEKLVSRYHPQIALTSQALFTLLNNHGPSYKEQWEI.... Result: 0 (no interaction). The miRNA is dme-miR-7-5p with sequence UGGAAGACUAGUGAUUUUGUUGU.